Dataset: Full USPTO retrosynthesis dataset with 1.9M reactions from patents (1976-2016). Task: Predict the reactants needed to synthesize the given product. (1) The reactants are: [Br:1][C:2]1[CH:3]=[C:4]([CH2:9][N+:10]([O-:12])=[O:11])[C:5]([Cl:8])=[N:6][CH:7]=1.[CH2:13]=[O:14].C(N(CC)CC)C.[Na+].[Cl-].Cl.[O:25]1CCOC[CH2:26]1. Given the product [Br:1][C:2]1[CH:3]=[C:4]([C:9]([N+:10]([O-:12])=[O:11])([CH2:13][OH:14])[CH2:26][OH:25])[C:5]([Cl:8])=[N:6][CH:7]=1, predict the reactants needed to synthesize it. (2) Given the product [Cl:1][C:2]1[CH:3]=[CH:4][C:5]([C:8]2[CH2:13][CH2:12][C:11]([CH3:14])([CH3:15])[CH2:10][C:9]=2[CH:16]=[O:17])=[CH:6][CH:7]=1, predict the reactants needed to synthesize it. The reactants are: [Cl:1][C:2]1[CH:7]=[CH:6][C:5]([C:8]2(O)[CH2:13][CH2:12][C:11]([CH3:15])([CH3:14])[CH2:10]/[C:9]/2=[CH:16]\[O:17][Si](C(C)C)(C(C)C)C(C)C)=[CH:4][CH:3]=1.Cl. (3) Given the product [N:6]1([C:12]([O:14][CH2:15][CH:16]2[C:17]3[C:22](=[CH:21][CH:20]=[CH:19][CH:18]=3)[C:23]3[C:28]2=[CH:27][CH:26]=[CH:25][CH:24]=3)=[O:13])[CH2:7][CH:8]([OH:10])[CH2:9][C@H:5]1[C:4]([O:3][CH3:2])=[O:11], predict the reactants needed to synthesize it. The reactants are: Cl.[CH3:2][O:3][C:4](=[O:11])[C@@H:5]1[CH2:9][C@@H:8]([OH:10])[CH2:7][NH:6]1.[C:12](ON1C(=O)CCC1=O)([O:14][CH2:15][CH:16]1[C:28]2[C:23](=[CH:24][CH:25]=[CH:26][CH:27]=2)[C:22]2[C:17]1=[CH:18][CH:19]=[CH:20][CH:21]=2)=[O:13]. (4) Given the product [NH2:9][CH2:8][C@H:3]1[C@@H:2]([CH3:1])[CH2:7][CH2:6][CH2:5][N:4]1[C:32]([C:31]1[CH:35]=[C:27]([CH3:26])[CH:28]=[CH:29][C:30]=1[N:36]1[N:40]=[CH:39][CH:38]=[N:37]1)=[O:33], predict the reactants needed to synthesize it. The reactants are: [CH3:1][C@H:2]1[CH2:7][CH2:6][CH2:5][NH:4][C@H:3]1[CH2:8][NH:9]C(=O)OC(C)(C)C.CCN(C(C)C)C(C)C.[CH3:26][C:27]1[CH:28]=[CH:29][C:30]([N:36]2[N:40]=[CH:39][CH:38]=[N:37]2)=[C:31]([CH:35]=1)[C:32](O)=[O:33].CN(C(ON1N=NC2C=CC=NC1=2)=[N+](C)C)C.F[P-](F)(F)(F)(F)F.C(=O)([O-])N.C(O)(C(F)(F)F)=O. (5) Given the product [Cl:1][C:2]1[CH:3]=[C:4]([NH:17][C:18]2[C:27]3[C:22](=[CH:23][CH:24]=[C:25]([C:28]4[O:29][C:30]([CH2:33][NH:40][CH:39]([C:38]([OH:37])=[O:47])[CH2:41][CH2:42][C:43]([OH:45])=[O:44])=[CH:31][CH:32]=4)[CH:26]=3)[N:21]=[CH:20][N:19]=2)[CH:5]=[CH:6][C:7]=1[O:8][CH2:9][C:10]1[CH:15]=[CH:14][CH:13]=[C:12]([F:16])[CH:11]=1, predict the reactants needed to synthesize it. The reactants are: [Cl:1][C:2]1[CH:3]=[C:4]([NH:17][C:18]2[C:27]3[C:22](=[CH:23][CH:24]=[C:25]([C:28]4[O:29][C:30]([CH:33]=O)=[CH:31][CH:32]=4)[CH:26]=3)[N:21]=[CH:20][N:19]=2)[CH:5]=[CH:6][C:7]=1[O:8][CH2:9][C:10]1[CH:15]=[CH:14][CH:13]=[C:12]([F:16])[CH:11]=1.Cl.C[O:37][C:38](=[O:47])[C@H:39]([CH2:41][CH2:42][C:43]([O:45]C)=[O:44])[NH2:40].C(N(C(C)C)CC)(C)C.C(O[BH-](OC(=O)C)OC(=O)C)(=O)C.[Na+].[OH-].[Na+].Cl. (6) Given the product [Br:1][C:2]1[N:7]2[N:8]=[CH:9][N:10]=[C:6]2[C:5]([NH:11][C:12]2[CH:13]=[CH:14][C:15]([C:16]([NH:50][CH2:49][C:45]3[CH:44]=[N:43][CH:48]=[CH:47][CH:46]=3)=[O:18])=[CH:19][CH:20]=2)=[N:4][CH:3]=1, predict the reactants needed to synthesize it. The reactants are: [Br:1][C:2]1[N:7]2[N:8]=[CH:9][N:10]=[C:6]2[C:5]([NH:11][C:12]2[CH:20]=[CH:19][C:15]([C:16]([OH:18])=O)=[CH:14][CH:13]=2)=[N:4][CH:3]=1.ON1C2C=CC=CC=2N=N1.O.C(N=C=NCCCN(C)C)C.[N:43]1[CH:48]=[CH:47][CH:46]=[C:45]([CH2:49][NH2:50])[CH:44]=1. (7) The reactants are: C[O:2][C:3]1[CH:8]=[CH:7][CH:6]=[CH:5][C:4]=1[C:9]1[N:10]([CH2:24][CH2:25][C:26]2[CH:31]=[CH:30][CH:29]=[CH:28][CH:27]=2)[C:11](=[O:23])[C:12]2[C:18]([C:19]([F:22])([F:21])[F:20])=[N:17][CH:16]=[CH:15][C:13]=2[N:14]=1.B(Cl)(Cl)Cl. Given the product [OH:2][C:3]1[CH:8]=[CH:7][CH:6]=[CH:5][C:4]=1[C:9]1[N:10]([CH2:24][CH2:25][C:26]2[CH:27]=[CH:28][CH:29]=[CH:30][CH:31]=2)[C:11](=[O:23])[C:12]2[C:18]([C:19]([F:22])([F:21])[F:20])=[N:17][CH:16]=[CH:15][C:13]=2[N:14]=1, predict the reactants needed to synthesize it. (8) Given the product [Cl:1][C:2]1[CH:3]=[C:4]([OH:30])[CH:5]=[C:6]([Cl:29])[C:7]=1[C:8]1[N:9]=[C:10]2[CH:15]=[CH:14][CH:13]=[C:12]([O:34][CH2:33][CH2:32][F:31])[N:11]2[C:17]=1[NH:18][C:19]1[CH:28]=[CH:27][C:22]2[O:23][CH2:24][CH2:25][O:26][C:21]=2[CH:20]=1, predict the reactants needed to synthesize it. The reactants are: [Cl:1][C:2]1[CH:3]=[C:4]([OH:30])[CH:5]=[C:6]([Cl:29])[C:7]=1[C:8]1[N:9]=[C:10]2[CH:15]=[CH:14][CH:13]=[C:12](F)[N:11]2[C:17]=1[NH:18][C:19]1[CH:28]=[CH:27][C:22]2[O:23][CH2:24][CH2:25][O:26][C:21]=2[CH:20]=1.[F:31][CH2:32][CH2:33][OH:34]. (9) Given the product [F:1][C:2]1[CH:7]=[CH:6][CH:5]=[C:4]([F:8])[C:3]=1[NH2:9].[F:8][C:4]1[CH:5]=[CH:6][CH:7]=[C:2]([F:1])[C:3]=1[NH:9][C:10]([C:12]1[CH:16]=[C:15]([C:17]2[CH:22]=[C:21]([F:26])[CH:20]=[CH:19][C:18]=2[O:23][CH3:24])[N:14]([CH3:25])[N:13]=1)=[O:11], predict the reactants needed to synthesize it. The reactants are: [F:1][C:2]1[CH:7]=[CH:6][CH:5]=[C:4]([F:8])[C:3]=1[NH:9][C:10]([C:12]1[CH:16]=[C:15]([C:17]2[CH:22]=[CH:21][CH:20]=[CH:19][C:18]=2[O:23][CH3:24])[N:14]([CH3:25])[N:13]=1)=[O:11].[F:26]C1C=CC(OC)=C(C2N(C)N=C(C(O)=O)C=2)C=1.